Dataset: Catalyst prediction with 721,799 reactions and 888 catalyst types from USPTO. Task: Predict which catalyst facilitates the given reaction. (1) Reactant: [F:1][C:2]1[CH:3]=[C:4]([C:9]2[N:10]([CH2:19][CH2:20][O:21][CH3:22])[C:11](=[O:18])[C:12]([C:15]([OH:17])=O)=[CH:13][N:14]=2)[CH:5]=[C:6]([F:8])[CH:7]=1.[C:23](Cl)(=[O:27])[C:24](Cl)=O.C[C:30](=[O:38])[CH2:31][C:32](=O)[CH2:33][CH2:34][CH2:35]C.C(N(CC)CC)C.OC(C)(C)C#N. Product: [F:8][C:6]1[CH:5]=[C:4]([C:9]2[N:10]([CH2:19][CH2:20][O:21][CH3:22])[C:11](=[O:18])[C:12]([C:15]([C:24]3[C:23](=[O:27])[CH:33]4[CH2:32][CH:31]([CH2:35][CH2:34]4)[C:30]=3[OH:38])=[O:17])=[CH:13][N:14]=2)[CH:3]=[C:2]([F:1])[CH:7]=1. The catalyst class is: 120. (2) Reactant: Br[C:2]1[CH:3]=[C:4]([C:8]2[CH:9]=[C:10]([C:14]3[C:19]4[S:20][C:21]5[CH:26]=[CH:25][C:24]([C:27]6[CH:32]=[CH:31][CH:30]=[CH:29][CH:28]=6)=[CH:23][C:22]=5[C:18]=4[CH:17]=[C:16]([C:33]4[CH:38]=[CH:37][CH:36]=[CH:35][CH:34]=4)[CH:15]=3)[CH:11]=[CH:12][CH:13]=2)[CH:5]=[CH:6][CH:7]=1.C([Li])CCC.[B:44](OC)([O:47]C)[O:45]C.Cl. Product: [C:33]1([C:16]2[CH:15]=[C:14]([C:10]3[CH:9]=[C:8]([C:4]4[CH:3]=[C:2]([B:44]([OH:47])[OH:45])[CH:7]=[CH:6][CH:5]=4)[CH:13]=[CH:12][CH:11]=3)[C:19]3[S:20][C:21]4[CH:26]=[CH:25][C:24]([C:27]5[CH:32]=[CH:31][CH:30]=[CH:29][CH:28]=5)=[CH:23][C:22]=4[C:18]=3[CH:17]=2)[CH:38]=[CH:37][CH:36]=[CH:35][CH:34]=1. The catalyst class is: 392. (3) Reactant: [Cl:1][C:2]1[CH:3]=[C:4]([CH:15]=[CH:16][C:17]=1[Cl:18])[CH2:5][C:6]1[CH:14]=[CH:13][C:9]([C:10](O)=[O:11])=[CH:8][CH:7]=1.[CH3:19][S:20]([NH2:23])(=[O:22])=[O:21].Cl.CN(C)CCCN=C=NCC. Product: [Cl:1][C:2]1[CH:3]=[C:4]([CH:15]=[CH:16][C:17]=1[Cl:18])[CH2:5][C:6]1[CH:14]=[CH:13][C:9]([C:10]([NH:23][S:20]([CH3:19])(=[O:22])=[O:21])=[O:11])=[CH:8][CH:7]=1. The catalyst class is: 112. (4) Reactant: [Br:1][C:2]1[CH:18]=[CH:17][C:5]([C:6]([NH:8][NH:9]C(OC(C)(C)C)=O)=[O:7])=[C:4]([C:19]([F:22])([F:21])[F:20])[CH:3]=1.Cl.C(=O)([O-])O.[Na+]. Product: [Br:1][C:2]1[CH:18]=[CH:17][C:5]([C:6]([NH:8][NH2:9])=[O:7])=[C:4]([C:19]([F:20])([F:21])[F:22])[CH:3]=1. The catalyst class is: 5.